From a dataset of Forward reaction prediction with 1.9M reactions from USPTO patents (1976-2016). Predict the product of the given reaction. (1) Given the reactants [Li+].CC([N-]C(C)C)C.[N:9]1([C:20]([O:22][C:23]([CH3:26])([CH3:25])[CH3:24])=[O:21])[CH2:14][CH2:13][CH:12]([C:15]([O:17][CH2:18][CH3:19])=[O:16])[CH2:11][CH2:10]1.Br[CH2:28][CH2:29][O:30][CH3:31].OS([O-])(=O)=O.[K+], predict the reaction product. The product is: [CH2:18]([O:17][C:15]([C:12]1([CH2:28][CH2:29][O:30][CH3:31])[CH2:11][CH2:10][N:9]([C:20]([O:22][C:23]([CH3:25])([CH3:24])[CH3:26])=[O:21])[CH2:14][CH2:13]1)=[O:16])[CH3:19]. (2) Given the reactants [Cl:1][C:2]1[CH:7]=[CH:6][C:5]([C:8]([C:33]2[CH:38]=[CH:37][C:36]([Cl:39])=[CH:35][CH:34]=2)(O)[C:9]2[CH:10]=[C:11]3[C:16](=[CH:17][CH:18]=2)[N:15]=[N:14][CH:13]=[C:12]3[NH:19][CH:20]2[CH2:24][CH2:23][N:22](C(OC(C)(C)C)=O)[CH2:21]2)=[CH:4][CH:3]=1.[SiH](CC)(CC)CC.FC(F)(F)C(O)=O, predict the reaction product. The product is: [Cl:1][C:2]1[CH:7]=[CH:6][C:5]([CH:8]([C:33]2[CH:34]=[CH:35][C:36]([Cl:39])=[CH:37][CH:38]=2)[C:9]2[CH:10]=[C:11]3[C:16](=[CH:17][CH:18]=2)[N:15]=[N:14][CH:13]=[C:12]3[NH:19][CH:20]2[CH2:24][CH2:23][NH:22][CH2:21]2)=[CH:4][CH:3]=1. (3) Given the reactants [C:1]([NH:6][NH:7][C:8]1[N:17]=[C:16]([CH3:18])[CH:15]=[CH:14][C:9]=1[C:10]([O:12][CH3:13])=[O:11])(=O)[CH:2]([CH3:4])[CH3:3].P(Cl)(Cl)(Cl)=O, predict the reaction product. The product is: [CH:2]([C:1]1[N:17]2[C:16]([CH3:18])=[CH:15][CH:14]=[C:9]([C:10]([O:12][CH3:13])=[O:11])[C:8]2=[N:7][N:6]=1)([CH3:4])[CH3:3]. (4) Given the reactants C(OC([N:8]1[CH2:13][CH:12]=[C:11]([C:14]2[NH:31][C:17]3[N:18]=[CH:19][N:20]=[C:21]([NH:22][C:23]4[CH:28]=[CH:27][C:26](=[O:29])[N:25]([CH3:30])[CH:24]=4)[C:16]=3[CH:15]=2)[CH2:10][CH2:9]1)=O)(C)(C)C.Cl.CCN(CC)CC.[C:40]([N:44]=[C:45]=[O:46])([CH3:43])([CH3:42])[CH3:41], predict the reaction product. The product is: [C:40]([NH:44][C:45]([N:8]1[CH2:9][CH:10]=[C:11]([C:14]2[NH:31][C:17]3[N:18]=[CH:19][N:20]=[C:21]([NH:22][C:23]4[CH:28]=[CH:27][C:26](=[O:29])[N:25]([CH3:30])[CH:24]=4)[C:16]=3[CH:15]=2)[CH2:12][CH2:13]1)=[O:46])([CH3:43])([CH3:42])[CH3:41]. (5) Given the reactants [Cl:1][C:2]1[CH:3]=[C:4]([CH2:12][OH:13])[CH:5]=[N:6][C:7]=1[O:8][CH:9]([F:11])[F:10], predict the reaction product. The product is: [Cl:1][C:2]1[C:7]([O:8][CH:9]([F:11])[F:10])=[N:6][CH:5]=[C:4]([CH:3]=1)[CH:12]=[O:13]. (6) Given the reactants [Cl:1][C:2]1[CH:3]=[C:4]([CH:17]=[CH:18][CH:19]=1)[CH2:5][O:6][C:7]1[CH:15]=[CH:14][C:10]([C:11](O)=[O:12])=[CH:9][C:8]=1[Cl:16].C(Cl)(=O)C([Cl:23])=O, predict the reaction product. The product is: [Cl:1][C:2]1[CH:3]=[C:4]([CH:17]=[CH:18][CH:19]=1)[CH2:5][O:6][C:7]1[CH:15]=[CH:14][C:10]([C:11]([Cl:23])=[O:12])=[CH:9][C:8]=1[Cl:16]. (7) The product is: [CH2:9]([C:8]([C:7](=[O:16])[CH3:6])=[CH:2][C:1]([OH:5])=[O:4])[CH2:10][CH2:11][CH2:12][CH2:13][CH2:14][CH3:15]. Given the reactants [C:1]([OH:5])(=[O:4])[CH:2]=O.[CH3:6][C:7](=[O:16])[CH2:8][CH2:9][CH2:10][CH2:11][CH2:12][CH2:13][CH2:14][CH3:15], predict the reaction product.